This data is from Forward reaction prediction with 1.9M reactions from USPTO patents (1976-2016). The task is: Predict the product of the given reaction. Given the reactants [F:1][C:2]1[CH:3]=[C:4]([CH2:9][C:10]([NH:12][CH:13]([CH2:17][CH2:18][CH3:19])[C:14]([OH:16])=O)=[O:11])[CH:5]=[C:6]([F:8])[CH:7]=1.[C:20]1([CH:26]([CH3:35])[CH2:27][S:28][C:29]2[S:33][C:32]([NH2:34])=[N:31][N:30]=2)[CH:25]=[CH:24][CH:23]=[CH:22][CH:21]=1.CCN=C=NCCCN(C)C.Cl.C(N(CC)CC)C, predict the reaction product. The product is: [C:20]1([CH:26]([CH3:35])[CH2:27][S:28][C:29]2[S:33][C:32]([NH:34][C:14](=[O:16])[CH:13]([NH:12][C:10](=[O:11])[CH2:9][C:4]3[CH:5]=[C:6]([F:8])[CH:7]=[C:2]([F:1])[CH:3]=3)[CH2:17][CH2:18][CH3:19])=[N:31][N:30]=2)[CH:25]=[CH:24][CH:23]=[CH:22][CH:21]=1.